This data is from Reaction yield outcomes from USPTO patents with 853,638 reactions. The task is: Predict the reaction yield, written as a fraction of the theoretical maximum amount of product (1.0 means a 100% yield; for example, 0.34 means a 34% yield). (1) The reactants are [F:1][CH:2]([F:27])[C:3]1[CH:8]=[CH:7][C:6]([C:9]([F:26])([F:25])[CH2:10][N:11]2[CH2:16][CH2:15][CH:14]([NH:17]C(=O)OC(C)(C)C)[CH2:13][CH2:12]2)=[CH:5][CH:4]=1.C(O)(C(F)(F)F)=O. The catalyst is C(Cl)Cl. The product is [F:27][CH:2]([F:1])[C:3]1[CH:8]=[CH:7][C:6]([C:9]([F:26])([F:25])[CH2:10][N:11]2[CH2:12][CH2:13][CH:14]([NH2:17])[CH2:15][CH2:16]2)=[CH:5][CH:4]=1. The yield is 0.900. (2) The reactants are [Br:1][C:2]1[CH:10]=[CH:9][C:5]([C:6]([OH:8])=O)=[C:4]([N:11]([C:15](=[O:22])[CH2:16][C:17]([O:19][CH2:20][CH3:21])=[O:18])[CH:12]([CH3:14])[CH3:13])[CH:3]=1.C(N(CC)CC)C.S(Cl)(Cl)=O. The catalyst is ClCCCl.C(Cl)Cl. The product is [Br:1][C:2]1[CH:3]=[C:4]2[C:5]([C:6](=[O:8])[CH:16]([C:17]([O:19][CH2:20][CH3:21])=[O:18])[C:15](=[O:22])[N:11]2[CH:12]([CH3:14])[CH3:13])=[CH:9][CH:10]=1. The yield is 0.520. (3) The reactants are [CH3:1][O:2][C:3]([C:5]1[S:12][C:11]2[C:10]([I:13])=[N:9][NH:8][C:7]=2[CH:6]=1)=[O:4].[C:14]([O:18][C:19](O[C:19]([O:18][C:14]([CH3:17])([CH3:16])[CH3:15])=[O:20])=[O:20])([CH3:17])([CH3:16])[CH3:15]. The catalyst is O1CCCC1.CN(C)C1C=CN=CC=1. The product is [CH3:1][O:2][C:3]([C:5]1[S:12][C:11]2[C:10]([I:13])=[N:9][N:8]([C:19]([O:18][C:14]([CH3:17])([CH3:16])[CH3:15])=[O:20])[C:7]=2[CH:6]=1)=[O:4]. The yield is 0.870.